From a dataset of Catalyst prediction with 721,799 reactions and 888 catalyst types from USPTO. Predict which catalyst facilitates the given reaction. (1) Reactant: Br[C:2]1[CH:3]=[CH:4][C:5]([CH:8]([F:11])[C:9]#[N:10])=[N:6][CH:7]=1.B1(B2OC(C)(C)C(C)(C)O2)OC(C)(C)C(C)(C)O1.C([O-])(=O)C.[K+].ClCCl.[Cl:38][CH:39]([Cl:55])[C:40]([NH:42][C@H:43]([CH2:53][F:54])[C@H:44]([OH:52])[C:45]1[CH:50]=[CH:49][C:48](I)=[CH:47][CH:46]=1)=[O:41].C(=O)([O-])[O-].[Cs+].[Cs+]. Product: [Cl:38][CH:39]([Cl:55])[C:40]([NH:42][C@H:43]([CH2:53][F:54])[C@@H:44]([C:45]1[CH:46]=[CH:47][C:48]([C:2]2[CH:7]=[N:6][C:5]([CH:8]([C:9]#[N:10])[F:11])=[CH:4][CH:3]=2)=[CH:49][CH:50]=1)[OH:52])=[O:41]. The catalyst class is: 423. (2) Reactant: [C:1]([O:5][C:6]([N:8]([CH3:17])[CH2:9][CH2:10][C:11]([CH3:16])([CH3:15])[C:12]([OH:14])=O)=[O:7])([CH3:4])([CH3:3])[CH3:2].C1N=CN(C(N2C=NC=C2)=O)C=1.[Br-:30].[NH2:31][CH2:32][CH2:33][CH2:34][CH2:35][P+:36]([C:49]1[CH:54]=[CH:53][CH:52]=[CH:51][CH:50]=1)([C:43]1[CH:48]=[CH:47][CH:46]=[CH:45][CH:44]=1)[C:37]1[CH:42]=[CH:41][CH:40]=[CH:39][CH:38]=1. Product: [Br-:30].[CH3:15][C:11]([CH3:16])([CH2:10][CH2:9][N:8]([CH3:17])[C:6](=[O:7])[O:5][C:1]([CH3:2])([CH3:3])[CH3:4])[C:12](=[O:14])[NH:31][CH2:32][CH2:33][CH2:34][CH2:35][P+:36]([C:49]1[CH:54]=[CH:53][CH:52]=[CH:51][CH:50]=1)([C:37]1[CH:38]=[CH:39][CH:40]=[CH:41][CH:42]=1)[C:43]1[CH:48]=[CH:47][CH:46]=[CH:45][CH:44]=1. The catalyst class is: 454.